Dataset: Full USPTO retrosynthesis dataset with 1.9M reactions from patents (1976-2016). Task: Predict the reactants needed to synthesize the given product. (1) Given the product [CH3:31][O:30][C:25]1[CH:26]=[CH:27][CH:28]=[CH:29][C:24]=1[S:21]([NH:20][CH2:19][C:16]1[CH:17]=[CH:18][C:13]([C:7]2[CH:8]=[C:3]([C:1]#[N:2])[CH:4]=[CH:5][CH:6]=2)=[CH:14][CH:15]=1)(=[O:23])=[O:22], predict the reactants needed to synthesize it. The reactants are: [C:1]([C:3]1[CH:4]=[C:5](B(O)O)[CH:6]=[CH:7][CH:8]=1)#[N:2].Br[C:13]1[CH:18]=[CH:17][C:16]([CH2:19][NH:20][S:21]([C:24]2[CH:29]=[CH:28][CH:27]=[CH:26][C:25]=2[O:30][CH3:31])(=[O:23])=[O:22])=[CH:15][CH:14]=1.C([O-])([O-])=O.[Na+].[Na+]. (2) Given the product [F:62][CH:36]([CH2:35][CH:32]1[CH2:31][CH2:30][N:29]([CH2:28][C:24]2[CH:25]=[CH:26][CH:27]=[C:22]([F:21])[CH:23]=2)[CH2:34][CH2:33]1)[C:37]([C:39]1[CH:40]=[C:41]2[C:46]3=[C:47]([CH2:49][CH2:50][N:45]3[C:44](=[O:51])[CH2:43][CH2:42]2)[CH:48]=1)=[O:38], predict the reactants needed to synthesize it. The reactants are: C[Si](C)(C)N[Si](C)(C)C.C([Li])CCC.CCCCCC.[F:21][C:22]1[CH:23]=[C:24]([CH2:28][N:29]2[CH2:34][CH2:33][CH:32]([CH2:35][CH2:36][C:37]([C:39]3[CH:40]=[C:41]4[C:46]5=[C:47]([CH2:49][CH2:50][N:45]5[C:44](=[O:51])[CH2:43][CH2:42]4)[CH:48]=3)=[O:38])[CH2:31][CH2:30]2)[CH:25]=[CH:26][CH:27]=1.C1C=CC(S(N(S(C2C=CC=CC=2)(=O)=O)[F:62])(=O)=O)=CC=1. (3) Given the product [CH3:1][O:2][C:3]1[CH:4]=[C:5]([CH2:21][CH2:22][C:23]([NH:25][C:26]2[CH:31]=[CH:30][CH:29]=[CH:28][CH:27]=2)=[O:24])[CH:6]=[C:7]([C:9]2[CH:18]=[CH:17][C:16]3[C:11](=[CH:12][CH:13]=[C:14]([O:19][CH3:20])[CH:15]=3)[CH:10]=2)[CH:8]=1, predict the reactants needed to synthesize it. The reactants are: [CH3:1][O:2][C:3]1[CH:4]=[C:5](/[CH:21]=[CH:22]/[C:23]([NH:25][C:26]2[CH:31]=[CH:30][CH:29]=[CH:28][CH:27]=2)=[O:24])[CH:6]=[C:7]([C:9]2[CH:18]=[CH:17][C:16]3[C:11](=[CH:12][CH:13]=[C:14]([O:19][CH3:20])[CH:15]=3)[CH:10]=2)[CH:8]=1. (4) Given the product [NH2:24][C:25]1[C:26]([C:33]([NH:12][C:10]([S:9][CH3:8])=[NH:11])=[O:34])=[N:27][C:28]([Br:32])=[C:29]([NH2:31])[N:30]=1, predict the reactants needed to synthesize it. The reactants are: [OH-].[Na+].S(O)(O)(=O)=O.[CH3:8][S:9][C:10](=[NH:12])[NH2:11].CC(OC)(C)C.C1COCC1.[NH2:24][C:25]1[C:26]([C:33](OC(C)=CC(=O)NC(C)(CC)C)=[O:34])=[N:27][C:28]([Br:32])=[C:29]([NH2:31])[N:30]=1. (5) Given the product [CH2:13]1[C@H:22]2[C@H:17]([CH2:18][CH2:19][C:20]3[CH:26]=[CH:25][CH:24]=[CH:23][C:21]=32)[N:16]([C:10]([C:6]2[CH:5]=[C:4]3[C:9](=[CH:8][CH:7]=2)[NH:1][N:2]=[CH:3]3)=[O:12])[CH2:15][CH2:14]1, predict the reactants needed to synthesize it. The reactants are: [NH:1]1[C:9]2[C:4](=[CH:5][C:6]([C:10]([OH:12])=O)=[CH:7][CH:8]=2)[CH:3]=[N:2]1.[CH2:13]1[C@H:22]2[C@H:17]([CH2:18][CH2:19][C:20]3[CH:26]=[CH:25][CH:24]=[CH:23][C:21]=32)[NH:16][CH2:15][CH2:14]1.F[P-](F)(F)(F)(F)F.N1(OC(N(C)C)=[N+](C)C)C2N=CC=CC=2N=N1. (6) Given the product [CH2:10]([O:9][C:7]([C:4]1[CH:3]=[C:2]2[O:1][CH2:19][CH2:20][N:6]2[N:5]=1)=[O:8])[CH3:11], predict the reactants needed to synthesize it. The reactants are: [OH:1][C:2]1[NH:6][N:5]=[C:4]([C:7]([O:9][CH2:10][CH3:11])=[O:8])[CH:3]=1.C(=O)([O-])[O-].[K+].[K+].Br[CH2:19][CH2:20]Br. (7) Given the product [NH2:3][C:4]1[CH:5]=[C:6]([C:10]2[CH:11]=[CH:12][N:13]3[C:18]([C:19]=2[CH3:20])=[C:17]([CH:21]2[CH2:23][CH2:22]2)[CH:16]=[C:15]([C:24]([OH:26])=[O:25])[C:14]3=[O:29])[CH:7]=[CH:8][CH:9]=1, predict the reactants needed to synthesize it. The reactants are: [OH-].[Na+].[NH2:3][C:4]1[CH:5]=[C:6]([C:10]2[CH:11]=[CH:12][N:13]3[C:18]([C:19]=2[CH3:20])=[C:17]([CH:21]2[CH2:23][CH2:22]2)[CH:16]=[C:15]([C:24]([O:26]CC)=[O:25])[C:14]3=[O:29])[CH:7]=[CH:8][CH:9]=1. (8) Given the product [NH:15]1[N:16]2[CH2:10][CH2:9][CH2:8][CH2:7][CH2:6][C:5]2=[CH:4][C:3]1=[O:2], predict the reactants needed to synthesize it. The reactants are: C[O:2][C:3](=O)[CH2:4][C:5](=O)[CH2:6][CH2:7][CH2:8][CH2:9][CH2:10]Br.O.[NH2:15][NH2:16]. (9) Given the product [F:16][C:15]([F:18])([F:17])[C:12]1[CH:13]=[CH:14][C:9]([C:6]2[CH:7]=[CH:8][C:3]([CH2:2][C:19]#[N:20])=[CH:4][CH:5]=2)=[CH:10][CH:11]=1, predict the reactants needed to synthesize it. The reactants are: Br[CH2:2][C:3]1[CH:8]=[CH:7][C:6]([C:9]2[CH:14]=[CH:13][C:12]([C:15]([F:18])([F:17])[F:16])=[CH:11][CH:10]=2)=[CH:5][CH:4]=1.[C-:19]#[N:20].[K+].C(OCC)(=O)C.CCCCCC. (10) Given the product [CH3:24][C:23]1[O:1][C:2]2[CH:7]=[C:6]([OH:8])[CH:5]=[CH:4][C:3]=2[N:25]=1, predict the reactants needed to synthesize it. The reactants are: [OH:1][C:2]1[CH:7]=[C:6]([OH:8])[CH:5]=[CH:4][C:3]=1/C(=N\O)/C.P(Cl)(Cl)(Cl)=O.C(=O)([O-])O.[Na+].[C:23](#[N:25])[CH3:24].